From a dataset of Forward reaction prediction with 1.9M reactions from USPTO patents (1976-2016). Predict the product of the given reaction. (1) Given the reactants FC1C=CC(C(CC)CC(O)(C(F)(F)F)C=NC2C=CC=C3C=2C=COC3=O)=C(OC)C=1.[F:33][C:34]1[CH:39]=[CH:38][C:37]([CH:40]([CH3:62])[CH:41]([CH3:61])[C:42]([OH:60])([C:56]([F:59])([F:58])[F:57])[CH:43]=[N:44][C:45]2[CH:54]=[CH:53][CH:52]=[C:51]3[C:46]=2[CH:47]=[CH:48][O:49][C:50]3=[O:55])=[C:36]([O:63]C)[CH:35]=1.B(Br)(Br)Br, predict the reaction product. The product is: [F:33][C:34]1[CH:39]=[C:38]2[C:37]([CH:40]([CH3:62])[CH:41]([CH3:61])[C:42]([OH:60])([C:56]([F:58])([F:57])[F:59])[CH:43]2[NH:44][C:45]2[CH:54]=[CH:53][CH:52]=[C:51]3[C:46]=2[CH:47]=[CH:48][O:49][C:50]3=[O:55])=[C:36]([OH:63])[CH:35]=1. (2) Given the reactants [F:1][C:2]([F:12])([F:11])[C:3]1[CH:4]=[C:5]([NH2:10])[CH:6]=[C:7]([NH2:9])[CH:8]=1.C[Si]([N-][Si](C)(C)C)(C)C.[Na+].[C:23]([O:27][C:28](O[C:28]([O:27][C:23]([CH3:26])([CH3:25])[CH3:24])=[O:29])=[O:29])([CH3:26])([CH3:25])[CH3:24], predict the reaction product. The product is: [C:23]([O:27][C:28](=[O:29])[NH:9][C:7]1[CH:8]=[C:3]([C:2]([F:11])([F:12])[F:1])[CH:4]=[C:5]([NH2:10])[CH:6]=1)([CH3:26])([CH3:25])[CH3:24]. (3) Given the reactants [CH2:1]([NH:5][C:6](=[O:15])[CH2:7][C:8]([CH3:14])([CH3:13])[CH2:9][C:10]([OH:12])=O)[CH:2]([CH3:4])[CH3:3].S(Cl)(Cl)=O, predict the reaction product. The product is: [CH2:1]([N:5]1[C:6](=[O:15])[CH2:7][C:8]([CH3:14])([CH3:13])[CH2:9][C:10]1=[O:12])[CH:2]([CH3:4])[CH3:3]. (4) Given the reactants [CH3:1][CH2:2][C@@H:3]1[O:19][C:17](=[O:18])[CH2:16][CH:15]2[C:11](=[CH:12][C@H:13]3[C@@H:23]4[CH2:24][CH:25]([O:27][C@@H:28]5[O:33][C@@H:32]([CH3:34])[C@H:31]([O:35][CH3:36])[C@@H:30]([O:37][CH2:38][CH3:39])[C@H:29]5[O:40][CH3:41])[CH2:26][C@H:22]4[CH2:21][CH2:20][C@H:14]32)[C:9](=[O:10])[C@H:8]([CH3:42])[C@@H:7]([O:43][C@@H:44]2[O:49][C@H:48]([CH3:50])[C@@H:47]([N:51]([CH3:53])[CH3:52])[CH2:46][CH2:45]2)[CH2:6][CH2:5][CH2:4]1.N[C@H:55]([C:58](O)=O)[CH2:56][SH:57].[OH2:61], predict the reaction product. The product is: [CH3:1][CH2:2][C@@H:3]1[O:19][C:17](=[O:18])[CH2:16][CH:15]2[C:11](=[CH:12][C@H:13]3[C@@H:23]4[CH2:24][CH:25]([O:27][C@@H:28]5[O:33][C@@H:32]([CH3:34])[C@H:31]([O:35][CH3:36])[C@@H:30]([O:37][CH2:38][CH3:39])[C@H:29]5[O:40][CH3:41])[CH2:26][C@H:22]4[CH2:21][CH2:20][C@H:14]32)[C:9](=[O:10])[C@H:8]([CH3:42])[C@@H:7]([O:43][C@@H:44]2[O:49][C@H:48]([CH3:50])[C@@H:47]([N:51]([CH3:52])[CH3:53])[CH2:46][CH2:45]2)[CH2:6][CH2:5][CH2:4]1.[CH:44]1[CH:45]=[C:46]2[C:47]([NH:51][S:57][C:56]2=[CH:55][CH:58]=1)=[O:61]. (5) The product is: [Br:11][C:12]1[CH:18]=[CH:17][C:15]([NH:16][C:2]2[CH:7]=[CH:6][CH:5]=[CH:4][C:3]=2[N+:8]([O-:10])=[O:9])=[CH:14][C:13]=1[CH3:19]. Given the reactants F[C:2]1[CH:7]=[CH:6][CH:5]=[CH:4][C:3]=1[N+:8]([O-:10])=[O:9].[Br:11][C:12]1[CH:18]=[CH:17][C:15]([NH2:16])=[CH:14][C:13]=1[CH3:19].C(N(CC)CC)C.Cl, predict the reaction product. (6) Given the reactants Cl[C:2]1[N:3]([CH2:10][CH2:11][C:12]([CH3:23])([OH:22])[CH2:13][O:14][C:15]2[CH:20]=[CH:19][C:18]([I:21])=[CH:17][CH:16]=2)[CH:4]=[C:5]([N+:7]([O-:9])=[O:8])[N:6]=1.[H-].[Na+], predict the reaction product. The product is: [I:21][C:18]1[CH:19]=[CH:20][C:15]([O:14][CH2:13][C:12]2([CH3:23])[O:22][C:2]3=[N:6][C:5]([N+:7]([O-:9])=[O:8])=[CH:4][N:3]3[CH2:10][CH2:11]2)=[CH:16][CH:17]=1. (7) Given the reactants [Br:1][C:2]1[CH:9]=[C:8]([F:10])[CH:7]=[C:6](F)[C:3]=1[C:4]#[N:5].O.[NH2:13][NH2:14], predict the reaction product. The product is: [Br:1][C:2]1[CH:9]=[C:8]([F:10])[CH:7]=[C:6]2[C:3]=1[C:4]([NH2:5])=[N:13][NH:14]2. (8) Given the reactants [CH2:1]([OH:23])[C@H:2]1[O:7][C@H:6]([O:8][C@@H:9]([C@H:14]([OH:19])[C@@H:15]([OH:18])[CH2:16][OH:17])[C@H:10]([OH:13])[CH2:11][OH:12])[C@H:5]([OH:20])[C@@H:4]([OH:21])[C@@H:3]1[OH:22].[CH2:24]([OH:46])[C@H:25]1[O:30][C@@H:29]([O:31][C@H:32]2[C@H:36]([OH:37])[C@@:35]([OH:40])([CH2:38][OH:39])[O:34][C@@H:33]2[CH2:41][OH:42])[C@H:28]([OH:43])[C@@H:27]([OH:44])[C@H:26]1[OH:45], predict the reaction product. The product is: [CH2:1]([OH:23])[C@H:2]1[O:7][C@H:6]([O:8][C@@H:9]([C@H:14]([OH:19])[C@@H:15]([OH:18])[CH2:16][OH:17])[C@H:10]([OH:13])[CH2:11][OH:12])[C@H:5]([OH:20])[C@@H:4]([OH:21])[C@@H:3]1[OH:22].[CH2:24]([OH:46])[C@H:25]1[O:30][C@@H:29]([O:31][C@H:32]2[C@H:36]([OH:37])[C@@:35]([OH:40])([CH2:38][OH:39])[O:34][C@@H:33]2[CH2:41][OH:42])[C@H:28]([OH:43])[C@@H:27]([OH:44])[C@H:26]1[OH:45]. (9) Given the reactants [F:1][C:2]1[C:3]([NH2:17])=[CH:4][C:5]2[N:6]([N:8]=[C:9]([C:11]3[CH:16]=[CH:15][CH:14]=[CH:13][CH:12]=3)[N:10]=2)[CH:7]=1.[N:18]1([C:22]([C:24]2[CH:25]=[N:26][N:27]([CH3:32])[C:28]=2[C:29](O)=[O:30])=[O:23])[CH2:21][CH2:20][CH2:19]1.CCCP(=O)=O.C(N(C(C)C)CC)(C)C, predict the reaction product. The product is: [F:1][C:2]1[C:3]([NH:17][C:29]([C:28]2[N:27]([CH3:32])[N:26]=[CH:25][C:24]=2[C:22]([N:18]2[CH2:21][CH2:20][CH2:19]2)=[O:23])=[O:30])=[CH:4][C:5]2[N:6]([N:8]=[C:9]([C:11]3[CH:16]=[CH:15][CH:14]=[CH:13][CH:12]=3)[N:10]=2)[CH:7]=1. (10) The product is: [O:25]=[C:19]1[CH:18]([N:12]2[CH2:11][C:10]3[C:14](=[CH:15][CH:16]=[C:8]([C:7]([NH:6][C:31]([NH:49][C:46]4[CH:47]=[CH:48][C:43]([C:39]5[NH:38][CH:42]=[CH:41][N:40]=5)=[CH:44][CH:45]=4)=[O:32])=[O:50])[CH:9]=3)[CH2:13]2)[CH2:23][CH2:22][C:21](=[O:24])[NH:20]1. Given the reactants CS(O)(=O)=O.[NH2:6][CH2:7][C:8]1[CH:9]=[C:10]2[C:14](=[CH:15][CH:16]=1)[C:13](=O)[N:12]([CH:18]1[CH2:23][CH2:22][C:21](=[O:24])[NH:20][C:19]1=[O:25])[CH2:11]2.C1N=CN([C:31](N2C=NC=C2)=[O:32])C=1.[NH:38]1[CH:42]=[CH:41][N:40]=[C:39]1[C:43]1[CH:48]=[CH:47][C:46]([NH2:49])=[CH:45][CH:44]=1.[OH2:50], predict the reaction product.